The task is: Predict the product of the given reaction.. This data is from Forward reaction prediction with 1.9M reactions from USPTO patents (1976-2016). (1) Given the reactants Cl[C:2]1[N:3]=[C:4]([N:22]2[CH2:27][CH2:26][O:25][CH2:24][CH2:23]2)[C:5]2[O:10][C:9]([CH2:11][N:12]3[CH2:17][CH2:16][N:15]([S:18]([CH3:21])(=[O:20])=[O:19])[CH2:14][CH2:13]3)=[CH:8][C:6]=2[N:7]=1.CC1(C)C(C)(C)OB([C:36]2[CH:37]=[CH:38][C:39]([NH2:42])=[N:40][CH:41]=2)O1, predict the reaction product. The product is: [O:25]1[CH2:26][CH2:27][N:22]([C:4]2[C:5]3[O:10][C:9]([CH2:11][N:12]4[CH2:17][CH2:16][N:15]([S:18]([CH3:21])(=[O:20])=[O:19])[CH2:14][CH2:13]4)=[CH:8][C:6]=3[N:7]=[C:2]([C:36]3[CH:37]=[CH:38][C:39]([NH2:42])=[N:40][CH:41]=3)[N:3]=2)[CH2:23][CH2:24]1. (2) Given the reactants [CH:1]1([N:4]2[CH2:9][CH2:8][NH:7][CH2:6][CH2:5]2)[CH2:3][CH2:2]1.[Cl:10][C:11]1[CH:20]=[CH:19][C:18]2[C:13](=[CH:14][CH:15]=[C:16]([N:21]3[CH:25]=[CH:24][CH:23]=[N:22]3)[CH:17]=2)[N:12]=1, predict the reaction product. The product is: [ClH:10].[CH:1]1([N:4]2[CH2:9][CH2:8][N:7]([C:11]3[CH:20]=[CH:19][C:18]4[C:13](=[CH:14][CH:15]=[C:16]([N:21]5[CH:25]=[CH:24][CH:23]=[N:22]5)[CH:17]=4)[N:12]=3)[CH2:6][CH2:5]2)[CH2:3][CH2:2]1. (3) Given the reactants [F:1][C:2]1[CH:7]=[CH:6][C:5]([F:8])=[CH:4][C:3]=1[C@H:9]1[CH2:13][C@H:12]([F:14])[CH2:11][N:10]1[C:15]1[CH:20]=[CH:19][N:18]2[N:21]=[CH:22][C:23]([C:24]([NH:26][NH:27][C:28](=[O:33])[C:29]([CH3:32])([CH3:31])[CH3:30])=O)=[C:17]2[N:16]=1.N1C=CC=CC=1.S(OS(C(F)(F)F)(=O)=O)(C(F)(F)F)(=O)=O, predict the reaction product. The product is: [C:29]([C:28]1[O:33][C:24]([C:23]2[CH:22]=[N:21][N:18]3[CH:19]=[CH:20][C:15]([N:10]4[CH2:11][C@@H:12]([F:14])[CH2:13][C@@H:9]4[C:3]4[CH:4]=[C:5]([F:8])[CH:6]=[CH:7][C:2]=4[F:1])=[N:16][C:17]=23)=[N:26][N:27]=1)([CH3:31])([CH3:30])[CH3:32]. (4) Given the reactants Br[C:2]1[CH:3]=[C:4]([NH:12][C:13]2[N:18]=[C:17]([C:19]([F:22])([F:21])[F:20])[CH:16]=[CH:15][N:14]=2)[CH:5]=[C:6]([C:8]([F:11])([F:10])[F:9])[CH:7]=1.[CH3:23][C:24]1([CH3:40])[C:28]([CH3:30])([CH3:29])[O:27][B:26]([B:26]2[O:27][C:28]([CH3:30])([CH3:29])[C:24]([CH3:40])([CH3:23])[O:25]2)[O:25]1.C([O-])(=O)C.[K+], predict the reaction product. The product is: [CH3:23][C:24]1([CH3:40])[C:28]([CH3:30])([CH3:29])[O:27][B:26]([C:2]2[CH:3]=[C:4]([NH:12][C:13]3[N:18]=[C:17]([C:19]([F:22])([F:21])[F:20])[CH:16]=[CH:15][N:14]=3)[CH:5]=[C:6]([C:8]([F:11])([F:10])[F:9])[CH:7]=2)[O:25]1.